From a dataset of Full USPTO retrosynthesis dataset with 1.9M reactions from patents (1976-2016). Predict the reactants needed to synthesize the given product. (1) Given the product [N+:12]([C:10]1[C:7]([O:8][CH3:9])=[C:5]([OH:6])[CH:4]=[C:3]([CH:11]=1)[CH:2]=[O:1])([O-:14])=[O:13], predict the reactants needed to synthesize it. The reactants are: [O:1]=[CH:2][C:3]1[CH:11]=[CH:10][C:7]([O:8][CH3:9])=[C:5]([OH:6])[CH:4]=1.[N+:12]([O-])([OH:14])=[O:13]. (2) Given the product [CH3:23][S:22][C:3]([S:2][CH3:1])=[N:4][CH:5]([CH2:47][C:48]1[CH:53]=[CH:52][CH:51]=[CH:50][C:49]=1[CH:54]=[CH2:55])[C:6]([N:8]1[CH:12]2[CH2:13][CH:14]3[C:17]([CH3:19])([CH3:18])[C:11]2([CH2:16][CH2:15]3)[CH2:10][S:9]1(=[O:20])=[O:21])=[O:7], predict the reactants needed to synthesize it. The reactants are: [CH3:1][S:2][C:3]([S:22][CH3:23])=[N:4][CH2:5][C:6]([N:8]1[CH:12]2[CH2:13][CH:14]3[C:17]([CH3:19])([CH3:18])[C:11]2([CH2:16][CH2:15]3)[CH2:10][S:9]1(=[O:21])=[O:20])=[O:7].C([Li])CCC.CCCCCC.CN(P(N(C)C)(N(C)C)=O)C.I[CH2:47][C:48]1[CH:53]=[CH:52][CH:51]=[CH:50][C:49]=1[CH:54]=[CH2:55]. (3) Given the product [CH3:27][CH:26]([CH3:28])[CH2:25][N:29]([CH3:30])[C:3]([CH:5]1[CH2:6][CH2:7][N:8]([C@H:11]2[CH2:17][CH2:16][CH2:15][N:14]([C:18]([O:20][C:21]([CH3:23])([CH3:22])[CH3:24])=[O:19])[CH2:13][CH2:12]2)[CH2:9][CH2:10]1)=[O:4], predict the reactants needed to synthesize it. The reactants are: CO[C:3]([CH:5]1[CH2:10][CH2:9][N:8]([C@H:11]2[CH2:17][CH2:16][CH2:15][N:14]([C:18]([O:20][C:21]([CH3:24])([CH3:23])[CH3:22])=[O:19])[CH2:13][CH2:12]2)[CH2:7][CH2:6]1)=[O:4].[CH2:25]([NH2:29])[CH:26]([CH3:28])[CH3:27].[CH3:30]N(C(ON1N=NC2C=CC=NC1=2)=[N+](C)C)C.F[P-](F)(F)(F)(F)F. (4) Given the product [N:1]12[CH2:6][CH2:5][CH:4]([CH2:7][CH2:8]1)[CH:3]([N:9]1[C:17]3[C:12](=[CH:13][C:14]([NH:18][C:22]([C:24]4[S:25][CH:26]=[CH:27][CH:28]=4)=[NH:23])=[CH:15][CH:16]=3)[CH:11]=[CH:10]1)[CH2:2]2, predict the reactants needed to synthesize it. The reactants are: [N:1]12[CH2:8][CH2:7][CH:4]([CH2:5][CH2:6]1)[CH:3]([N:9]1[C:17]3[C:12](=[CH:13][C:14]([NH2:18])=[CH:15][CH:16]=3)[CH:11]=[CH:10]1)[CH2:2]2.I.CS[C:22]([C:24]1[S:25][CH:26]=[CH:27][CH:28]=1)=[NH:23].